Dataset: Forward reaction prediction with 1.9M reactions from USPTO patents (1976-2016). Task: Predict the product of the given reaction. Given the reactants Br[C:2]1[CH:3]=[C:4]2[C:9](=[C:10]([O:12]COCC[Si](C)(C)C)[CH:11]=1)[N:8]=[CH:7][N:6](COCC[Si](C)(C)C)[C:5]2=[O:29].[Cl-].[CH3:31][O:32][C:33]1[CH:34]=[C:35]([CH:38]=[CH:39][CH:40]=1)[CH2:36][Zn+].[Br-].C([Zn+])C1C=CC=CC=1, predict the reaction product. The product is: [OH:12][C:10]1[CH:11]=[C:2]([CH2:36][C:35]2[CH:38]=[CH:39][CH:40]=[C:33]([O:32][CH3:31])[CH:34]=2)[CH:3]=[C:4]2[C:9]=1[N:8]=[CH:7][NH:6][C:5]2=[O:29].